Dataset: Peptide-MHC class I binding affinity with 185,985 pairs from IEDB/IMGT. Task: Regression. Given a peptide amino acid sequence and an MHC pseudo amino acid sequence, predict their binding affinity value. This is MHC class I binding data. (1) The peptide sequence is RALGPAATL. The MHC is HLA-B58:01 with pseudo-sequence HLA-B58:01. The binding affinity (normalized) is 0.381. (2) The peptide sequence is EIINNGISY. The MHC is HLA-B15:01 with pseudo-sequence HLA-B15:01. The binding affinity (normalized) is 0.0847. (3) The peptide sequence is VFTSRIQVI. The MHC is HLA-A02:11 with pseudo-sequence HLA-A02:11. The binding affinity (normalized) is 0.0847. (4) The peptide sequence is STANVSLAA. The MHC is HLA-A01:01 with pseudo-sequence HLA-A01:01. The binding affinity (normalized) is 0.296. (5) The peptide sequence is LLDSYFVVK. The MHC is HLA-A03:01 with pseudo-sequence HLA-A03:01. The binding affinity (normalized) is 0.658. (6) The peptide sequence is SLEATFIDV. The MHC is HLA-A02:06 with pseudo-sequence HLA-A02:06. The binding affinity (normalized) is 0.784. (7) The peptide sequence is FRNINIDSY. The MHC is Mamu-B17 with pseudo-sequence Mamu-B17. The binding affinity (normalized) is 0.373.